From a dataset of Full USPTO retrosynthesis dataset with 1.9M reactions from patents (1976-2016). Predict the reactants needed to synthesize the given product. (1) Given the product [C:1]([C:4]1[C:12]2[C:7](=[CH:8][C:9]([OH:13])=[CH:10][CH:11]=2)[N:6]([CH2:21][C:22]([O:24][C:25]([CH3:28])([CH3:27])[CH3:26])=[O:23])[CH:5]=1)(=[O:3])[CH3:2], predict the reactants needed to synthesize it. The reactants are: [C:1]([C:4]1[C:12]2[C:7](=[CH:8][C:9]([O:13]CC3C=CC=CC=3)=[CH:10][CH:11]=2)[N:6]([CH2:21][C:22]([O:24][C:25]([CH3:28])([CH3:27])[CH3:26])=[O:23])[CH:5]=1)(=[O:3])[CH3:2]. (2) Given the product [CH3:42][O:43][C:44]1[CH:45]=[C:46]([NH:50][C:51]2[CH:56]=[C:55]([N:57]([CH3:59])[CH3:58])[N:54]=[C:53]([N:60]3[CH2:65][CH2:64][N:63]([C:6]([C:2]4[S:1][CH:5]=[CH:4][CH:3]=4)=[O:8])[CH2:62][CH2:61]3)[N:52]=2)[CH:47]=[CH:48][CH:49]=1, predict the reactants needed to synthesize it. The reactants are: [S:1]1[CH:5]=[CH:4][CH:3]=[C:2]1[C:6]([OH:8])=O.CCN(C(C)C)C(C)C.F[P-](F)(F)(F)(F)F.N1(OC(N(C)C)=[N+](C)C)C2N=CC=CC=2N=N1.[CH3:42][O:43][C:44]1[CH:45]=[C:46]([NH:50][C:51]2[CH:56]=[C:55]([N:57]([CH3:59])[CH3:58])[N:54]=[C:53]([N:60]3[CH2:65][CH2:64][NH:63][CH2:62][CH2:61]3)[N:52]=2)[CH:47]=[CH:48][CH:49]=1.C([O-])(O)=O.[Na+]. (3) The reactants are: [F:1][B-:2]([F:5])([F:4])[F:3].C([O+](CC)CC)C.[Br-].[CH2:14]([N+:18]1[CH:23]=[CH:22][CH:21]=[CH:20][CH:19]=1)[CH2:15][CH2:16][CH3:17]. Given the product [F:1][B-:2]([F:5])([F:4])[F:3].[CH2:14]([N+:18]1[CH:23]=[CH:22][CH:21]=[CH:20][CH:19]=1)[CH2:15][CH2:16][CH3:17], predict the reactants needed to synthesize it. (4) Given the product [CH:1]1([N:4]([C:6]2[CH:11]=[C:10]([F:12])[C:9]([F:13])=[CH:8][C:7]=2[O:14][CH2:24][C:25](=[O:27])[CH3:26])[CH3:5])[CH2:2][CH2:3]1, predict the reactants needed to synthesize it. The reactants are: [CH:1]1([N:4]([C:6]2[CH:11]=[C:10]([F:12])[C:9]([F:13])=[CH:8][C:7]=2[OH:14])[CH3:5])[CH2:3][CH2:2]1.C(=O)([O-])[O-].[K+].[K+].[I-].[K+].Cl[CH2:24][C:25](=[O:27])[CH3:26]. (5) Given the product [CH:24]1[C:23]2[CH:22]([CH2:21][O:20][C:18]([N:17]([CH3:35])[N:16]([CH2:15][C:7]3[N:6]([CH2:5][CH2:4][C:3]([OH:37])=[O:2])[C:10]4=[N:11][CH:12]=[CH:13][CH:14]=[C:9]4[CH:8]=3)[CH3:36])=[O:19])[C:34]3[C:29](=[CH:30][CH:31]=[CH:32][CH:33]=3)[C:28]=2[CH:27]=[CH:26][CH:25]=1, predict the reactants needed to synthesize it. The reactants are: C[O:2][C:3](=[O:37])[CH2:4][CH2:5][N:6]1[C:10]2=[N:11][CH:12]=[CH:13][CH:14]=[C:9]2[CH:8]=[C:7]1[CH2:15][N:16]([CH3:36])[N:17]([CH3:35])[C:18]([O:20][CH2:21][CH:22]1[C:34]2[CH:33]=[CH:32][CH:31]=[CH:30][C:29]=2[C:28]2[C:23]1=[CH:24][CH:25]=[CH:26][CH:27]=2)=[O:19].[Li+].[OH-].CC#N.O.